This data is from NCI-60 drug combinations with 297,098 pairs across 59 cell lines. The task is: Regression. Given two drug SMILES strings and cell line genomic features, predict the synergy score measuring deviation from expected non-interaction effect. Drug 1: CC1=C(C(CCC1)(C)C)C=CC(=CC=CC(=CC(=O)O)C)C. Drug 2: CC1C(C(CC(O1)OC2CC(CC3=C2C(=C4C(=C3O)C(=O)C5=CC=CC=C5C4=O)O)(C(=O)C)O)N)O. Cell line: SF-539. Synergy scores: CSS=45.2, Synergy_ZIP=-2.97, Synergy_Bliss=-2.89, Synergy_Loewe=-3.31, Synergy_HSA=0.893.